Dataset: Full USPTO retrosynthesis dataset with 1.9M reactions from patents (1976-2016). Task: Predict the reactants needed to synthesize the given product. (1) Given the product [C:1]([O:5][C:6]([N:8]1[CH2:9][CH2:10][N:11]([C:14]2[CH:19]=[CH:18][C:17]([O:20][CH2:21][C:22]([OH:37])([CH3:36])[CH2:23][CH2:24][N:40]3[CH:41]=[C:42]([N+:44]([O-:46])=[O:45])[N:43]=[C:39]3[Cl:38])=[CH:16][CH:15]=2)[CH2:12][CH2:13]1)=[O:7])([CH3:2])([CH3:4])[CH3:3], predict the reactants needed to synthesize it. The reactants are: [C:1]([O:5][C:6]([N:8]1[CH2:13][CH2:12][N:11]([C:14]2[CH:19]=[CH:18][C:17]([O:20][CH2:21][C:22]([OH:37])([CH3:36])[CH2:23][CH2:24]OS(C3C=CC(C)=CC=3)(=O)=O)=[CH:16][CH:15]=2)[CH2:10][CH2:9]1)=[O:7])([CH3:4])([CH3:3])[CH3:2].[Cl:38][C:39]1[NH:40][CH:41]=[C:42]([N+:44]([O-:46])=[O:45])[N:43]=1.C(=O)([O-])O.[Na+].CN(C)C=O. (2) Given the product [Cl:92][C:4]1[C:5]2[CH:6]=[N:7][C:8]([NH:11][C:12](=[O:22])[C:78]3[CH:77]=[CH:76][C:75]([C@:74]([OH:94])([CH3:83])[CH2:63][OH:62])=[CH:80][CH:79]=3)=[CH:9][C:10]=2[N:2]([CH3:1])[CH:3]=1.[OH:94][CH2:20][C@@:19]([C:16]1[CH:17]=[CH:18][C:13]([C:12]([NH:11][C:8]2[N:7]=[CH:6][C:5]3[CH:4]=[CH:3][N:2]([CH3:1])[C:10]=3[CH:9]=2)=[O:22])=[CH:14][CH:15]=1)([OH:25])[CH3:21], predict the reactants needed to synthesize it. The reactants are: [CH3:1][N:2]1[C:10]2[CH:9]=[C:8]([NH:11][C:12](=[O:22])[C:13]3[CH:18]=[CH:17][C:16]([C:19]([CH3:21])=[CH2:20])=[CH:15][CH:14]=3)[N:7]=[CH:6][C:5]=2[CH:4]=[CH:3]1.CS(N)(=O)=[O:25].CC[C@@H]1[C@@H]2C[C@H]([C@@H:63]([O:62]C3C4C(=CC=CC=4)C([O:62][C@@H:63]([C:74]4[CH:83]=CN=[C:80]5[C:75]=4[CH:76]=[C:77](OC)[CH:78]=[CH:79]5)[C@@H]4N5C[C@H](CC)[C@@H](CC5)C4)=NN=3)[C:74]3[CH:83]=CN=[C:80]4[C:75]=3[CH:76]=[C:77](OC)[CH:78]=[CH:79]4)N(CC2)C1.S([O-])([O-])=O.[Na+].[Na+].[Cl-:92].[Na+].[OH2:94]. (3) Given the product [C:11]([C:9]1[S:8]/[C:7](=[N:15]\[C:16](=[O:26])[C:17]2[CH:22]=[C:21]([Cl:23])[CH:20]=[CH:19][C:18]=2[O:24][CH3:25])/[N:6]([CH2:5][CH:3]2[CH2:4][N:1]([S:35]([CH3:34])(=[O:37])=[O:36])[CH2:2]2)[CH:10]=1)([CH3:14])([CH3:13])[CH3:12], predict the reactants needed to synthesize it. The reactants are: [NH:1]1[CH2:4][CH:3]([CH2:5][N:6]2[CH:10]=[C:9]([C:11]([CH3:14])([CH3:13])[CH3:12])[S:8]/[C:7]/2=[N:15]\[C:16](=[O:26])[C:17]2[CH:22]=[C:21]([Cl:23])[CH:20]=[CH:19][C:18]=2[O:24][CH3:25])[CH2:2]1.C(N(CC)CC)C.[CH3:34][S:35](Cl)(=[O:37])=[O:36]. (4) Given the product [CH2:1]([O:8][C:9]1[CH:10]=[C:11]([C:15]2[N:16]=[C:17]([N:24]3[CH2:29][CH2:28][O:27][CH2:26][CH2:25]3)[C:18]3[NH:23][CH:22]=[C:21]([C:37]4[CH2:38][CH2:39][NH:34][CH2:35][CH:36]=4)[C:19]=3[N:20]=2)[CH:12]=[CH:13][CH:14]=1)[C:2]1[CH:3]=[CH:4][CH:5]=[CH:6][CH:7]=1, predict the reactants needed to synthesize it. The reactants are: [CH2:1]([O:8][C:9]1[CH:10]=[C:11]([C:15]2[N:16]=[C:17]([N:24]3[CH2:29][CH2:28][O:27][CH2:26][CH2:25]3)[C:18]3[NH:23][CH:22]=[CH:21][C:19]=3[N:20]=2)[CH:12]=[CH:13][CH:14]=1)[C:2]1[CH:7]=[CH:6][CH:5]=[CH:4][CH:3]=1.[OH-].[K+].Cl.O.[NH:34]1[CH2:39][CH2:38][C:37](=O)[CH2:36][CH2:35]1. (5) Given the product [C:3]([C:6]1[CH:7]=[C:8]([CH:18]=[CH:19][CH:20]=1)[CH2:9][C:10]1[O:11][CH:12]=[C:13]([C:15]([N:21]=[N+:22]=[N-:23])=[O:16])[N:14]=1)(=[O:5])[CH3:4], predict the reactants needed to synthesize it. The reactants are: N#N.[C:3]([C:6]1[CH:7]=[C:8]([CH:18]=[CH:19][CH:20]=1)[CH2:9][C:10]1[O:11][CH:12]=[C:13]([C:15](Cl)=[O:16])[N:14]=1)(=[O:5])[CH3:4].[N-:21]=[N+:22]=[N-:23].[Na+].